From a dataset of Full USPTO retrosynthesis dataset with 1.9M reactions from patents (1976-2016). Predict the reactants needed to synthesize the given product. Given the product [CH2:39]([O:41][C:42](=[O:51])/[C:43](/[C:25]1[CH:30]=[CH:29][C:28]([S:31][CH2:32][C:33]2[CH:34]=[N:35][CH:36]=[CH:37][CH:38]=2)=[CH:27][CH:26]=1)=[CH:44]/[CH:45]1[CH2:49][CH2:48][CH2:47][CH2:46]1)[CH3:40], predict the reactants needed to synthesize it. The reactants are: C([O-])(=O)C.[K+].CC1(C)C(C)(C)OB(B2OC(C)(C)C(C)(C)O2)O1.Br[C:25]1[CH:30]=[CH:29][C:28]([S:31][CH2:32][C:33]2[CH:34]=[N:35][CH:36]=[CH:37][CH:38]=2)=[CH:27][CH:26]=1.[CH2:39]([O:41][C:42](=[O:51])/[C:43](/Br)=[CH:44]/[CH:45]1[CH2:49][CH2:48][CH2:47][CH2:46]1)[CH3:40].C(=O)([O-])[O-].[Na+].[Na+].